Dataset: Forward reaction prediction with 1.9M reactions from USPTO patents (1976-2016). Task: Predict the product of the given reaction. Given the reactants [CH3:1][O:2][C:3](=[O:53])[NH:4][C@H:5]([C:47]1[CH:52]=[CH:51][CH:50]=[CH:49][CH:48]=1)[C:6]([N:8]1[CH2:12][CH2:11][CH2:10][C@H:9]1[C:13]1[NH:17][C:16]2[C:18]3[C:23]([CH:24]=[CH:25][C:15]=2[N:14]=1)=[CH:22][C:21]1[C:26]2[C:31]([CH2:32][O:33][C:20]=1[CH:19]=3)=[CH:30][C:29]([C:34]1[NH:38][C:37]([C@@H:39]3[CH2:43][C@H:42]([CH2:44][O:45][CH3:46])[CH2:41][NH:40]3)=[N:36][CH:35]=1)=[CH:28][CH:27]=2)=[O:7].[CH3:54][O:55][C:56]([NH:58][C@@H:59]([CH:63]([CH3:65])[CH3:64])[C:60](O)=[O:61])=[O:57].CN(C(ON1N=NC2C=CC=NC1=2)=[N+](C)C)C.F[P-](F)(F)(F)(F)F.CCN(C(C)C)C(C)C, predict the reaction product. The product is: [CH3:54][O:55][C:56](=[O:57])[NH:58][C@@H:59]([CH:63]([CH3:64])[CH3:65])[C:60]([N:40]1[CH2:41][C@@H:42]([CH2:44][O:45][CH3:46])[CH2:43][C@H:39]1[C:37]1[NH:38][C:34]([C:29]2[CH:30]=[C:31]3[CH2:32][O:33][C:20]4[CH:19]=[C:18]5[C:23]([CH:24]=[CH:25][C:15]6[N:14]=[C:13]([C@@H:9]7[CH2:10][CH2:11][CH2:12][N:8]7[C:6](=[O:7])[C@H:5]([NH:4][C:3]([O:2][CH3:1])=[O:53])[C:47]7[CH:52]=[CH:51][CH:50]=[CH:49][CH:48]=7)[NH:17][C:16]=65)=[CH:22][C:21]=4[C:26]3=[CH:27][CH:28]=2)=[CH:35][N:36]=1)=[O:61].